Dataset: Forward reaction prediction with 1.9M reactions from USPTO patents (1976-2016). Task: Predict the product of the given reaction. (1) Given the reactants [CH3:1][C:2]1[C:3]([C:22]([O:24]C)=[O:23])=[CH:4][C:5]2[C:6]3[N:15]([CH:16]4[CH2:21][CH2:20][O:19][CH2:18][CH2:17]4)[N:14]=[CH:13][C:7]=3[C:8](=[O:12])[NH:9][C:10]=2[CH:11]=1.[OH-].[Na+], predict the reaction product. The product is: [CH3:1][C:2]1[C:3]([C:22]([OH:24])=[O:23])=[CH:4][C:5]2[C:6]3[N:15]([CH:16]4[CH2:17][CH2:18][O:19][CH2:20][CH2:21]4)[N:14]=[CH:13][C:7]=3[C:8](=[O:12])[NH:9][C:10]=2[CH:11]=1. (2) Given the reactants [F:1][C:2]1[CH:3]=[CH:4][C:5]([CH2:8][O:9][C:10]2[CH:15]=[CH:14][N+:13]([O-])=[CH:12][CH:11]=2)=[N:6][CH:7]=1.C(OC(=O)C)(=[O:19])C, predict the reaction product. The product is: [F:1][C:2]1[CH:3]=[CH:4][C:5]([CH2:8][O:9][C:10]2[CH:15]=[CH:14][NH:13][C:12](=[O:19])[CH:11]=2)=[N:6][CH:7]=1.